From a dataset of Forward reaction prediction with 1.9M reactions from USPTO patents (1976-2016). Predict the product of the given reaction. (1) Given the reactants [CH:1]1C=C(Cl)C=C(C(OO)=O)C=1.[Cl:12][C:13]1[N:18]=[C:17](SC)[CH:16]=[CH:15][N:14]=1.C(=O)(O)[O-].[Na+].[S:26]([O-:30])([O-])(=[O:28])=S.[Na+].[Na+], predict the reaction product. The product is: [Cl:12][C:13]1[N:18]=[C:17]([S:26]([CH3:1])(=[O:30])=[O:28])[CH:16]=[CH:15][N:14]=1. (2) Given the reactants [CH2:1]([OH:6])[CH2:2][CH:3]([OH:5])[CH3:4].N1C=CN=C1.[C:12]([Si:16](Cl)([CH3:18])[CH3:17])([CH3:15])([CH3:14])[CH3:13].CCOCC, predict the reaction product. The product is: [Si:16]([O:6][CH2:1][CH2:2][CH:3]([OH:5])[CH3:4])([C:12]([CH3:15])([CH3:14])[CH3:13])([CH3:18])[CH3:17].